The task is: Predict the reactants needed to synthesize the given product.. This data is from Full USPTO retrosynthesis dataset with 1.9M reactions from patents (1976-2016). (1) Given the product [CH3:17][CH:14]1[N:1]2[CH2:2][CH2:3][C:4]3([CH2:13][CH2:12][CH2:11]3)[C:5]3[C:10]2=[C:9]([CH:8]=[CH:7][CH:6]=3)[CH2:21][NH:16][CH2:15]1, predict the reactants needed to synthesize it. The reactants are: [N:1]1([CH:14]([CH3:17])[CH2:15][NH2:16])[C:10]2[C:5](=[CH:6][CH:7]=[CH:8][CH:9]=2)[C:4]2([CH2:13][CH2:12][CH2:11]2)[CH2:3][CH2:2]1.C=O.F[C:21](F)(F)C(O)=O. (2) Given the product [NH2:20][C:16]1[CH:15]=[C:14]([C:12]2[N:13]=[C:9]([NH:8][C:6]3[CH:7]=[C:2]([Cl:1])[CH:3]=[CH:4][C:5]=3[O:24][CH3:25])[S:10][C:11]=2[CH3:23])[CH:19]=[CH:18][CH:17]=1, predict the reactants needed to synthesize it. The reactants are: [Cl:1][C:2]1[CH:3]=[CH:4][C:5]([O:24][CH3:25])=[C:6]([NH:8][C:9]2[S:10][C:11]([CH3:23])=[C:12]([C:14]3[CH:19]=[CH:18][CH:17]=[C:16]([N+:20]([O-])=O)[CH:15]=3)[N:13]=2)[CH:7]=1.O.O.Cl[Sn]Cl. (3) Given the product [CH:1]1([CH2:4][O:5][C:6]2[C:11]([O:12][CH3:13])=[CH:10][CH:9]=[CH:8][C:7]=2/[CH:14]=[CH:15]/[C:16]2[O:17][C:18]3[C:23]([C:24](=[O:26])[C:25]=2[I:32])=[CH:22][CH:21]=[CH:20][CH:19]=3)[CH2:3][CH2:2]1, predict the reactants needed to synthesize it. The reactants are: [CH:1]1([CH2:4][O:5][C:6]2[C:11]([O:12][CH3:13])=[CH:10][CH:9]=[CH:8][C:7]=2/[CH:14]=[CH:15]/[C:16]2[O:17][C:18]3[C:23]([C:24](=[O:26])[CH:25]=2)=[CH:22][CH:21]=[CH:20][CH:19]=3)[CH2:3][CH2:2]1.[N+]([O-])([O-])=O.[NH4+].[I:32]I.C(OCC)(=O)C. (4) Given the product [F:13][CH:14]([F:20])[C:15]([C:2]1[S:1][CH:5]=[CH:4][N:3]=1)=[O:16], predict the reactants needed to synthesize it. The reactants are: [S:1]1[CH:5]=[CH:4][N:3]=[CH:2]1.C([Mg]Cl)(C)C.[Cl-].[Li+].[F:13][CH:14]([F:20])[C:15](OCC)=[O:16]. (5) Given the product [OH:1][C@H:2]1[CH2:7][CH2:6][CH2:5][C@@H:4]([O:8][CH2:9][C:10]2[CH:18]=[CH:17][CH:16]=[C:15]([CH3:19])[C:11]=2[C:12]([O:14][CH3:20])=[O:13])[CH2:3]1, predict the reactants needed to synthesize it. The reactants are: [OH:1][C@@H:2]1[CH2:7][CH2:6][CH2:5][C@H:4]([O:8][CH2:9][C:10]2[CH:18]=[CH:17][CH:16]=[C:15]([CH3:19])[C:11]=2[C:12]([O-:14])=[O:13])[CH2:3]1.[C:20]([O-])(=O)C. (6) Given the product [O:27]=[C:26]([C:28]1[CH:33]=[CH:32][CH:31]=[CH:30][CH:29]=1)[CH2:25][CH2:24][S:7][C:8]1[C:9]([C:10]([NH:12][CH2:13][C:14]2[S:15][CH:16]=[CH:17][CH:18]=2)=[O:11])=[CH:19][CH:20]=[CH:21][N:22]=1, predict the reactants needed to synthesize it. The reactants are: C([O-])([O-])=O.[K+].[K+].[SH:7][C:8]1[N:22]=[CH:21][CH:20]=[CH:19][C:9]=1[C:10]([NH:12][CH2:13][C:14]1[S:15][CH:16]=[CH:17][CH:18]=1)=[O:11].Cl[CH2:24][CH2:25][C:26]([C:28]1[CH:33]=[CH:32][CH:31]=[CH:30][CH:29]=1)=[O:27].